Dataset: Catalyst prediction with 721,799 reactions and 888 catalyst types from USPTO. Task: Predict which catalyst facilitates the given reaction. (1) Reactant: [Cl:1][C:2]1[CH:7]=[CH:6][N:5]=[C:4]([CH2:8][NH:9][C:10]2[O:11][C:12]3[C:18]([O:19][CH3:20])=[CH:17][C:16]([C:21]([N:23]4[CH2:30][CH2:29][CH2:28][C@@:24]4([CH3:31])[C:25](O)=[O:26])=[O:22])=[CH:15][C:13]=3[N:14]=2)[CH:3]=1.[NH:32]1[CH2:37][CH2:36][O:35][CH2:34][CH2:33]1.C(N(CC)C(C)C)(C)C.CN(C(ON1N=NC2C=CC=NC1=2)=[N+](C)C)C.F[P-](F)(F)(F)(F)F. Product: [Cl:1][C:2]1[CH:7]=[CH:6][N:5]=[C:4]([CH2:8][NH:9][C:10]2[O:11][C:12]3[C:18]([O:19][CH3:20])=[CH:17][C:16]([C:21]([N:23]4[CH2:30][CH2:29][CH2:28][C:24]4([CH3:31])[C:25]([N:32]4[CH2:37][CH2:36][O:35][CH2:34][CH2:33]4)=[O:26])=[O:22])=[CH:15][C:13]=3[N:14]=2)[CH:3]=1. The catalyst class is: 9. (2) Reactant: [NH2:1][C:2]1[C:3]([CH3:28])=[N:4][C:5]([O:9][CH2:10][C:11]([N:13]([CH:15]2[CH2:20][CH2:19][N:18]([CH2:21][C:22]3[CH:27]=[CH:26][CH:25]=[CH:24][CH:23]=3)[CH2:17][CH2:16]2)[CH3:14])=[O:12])=[N:6][C:7]=1[CH3:8].[N+:29]([O-:32])([OH:31])=[O:30]. Product: [N+:29]([O-:32])([OH:31])=[O:30].[NH2:1][C:2]1[C:7]([CH3:8])=[N:6][C:5]([O:9][CH2:10][C:11]([N:13]([CH:15]2[CH2:20][CH2:19][N:18]([CH2:21][C:22]3[CH:23]=[CH:24][CH:25]=[CH:26][CH:27]=3)[CH2:17][CH2:16]2)[CH3:14])=[O:12])=[N:4][C:3]=1[CH3:28]. The catalyst class is: 5. (3) Reactant: C([O:3][C:4]([C:6]1([S:20]([C:23]2[CH:28]=[CH:27][C:26]([O:29][CH2:30][CH2:31][CH2:32][CH3:33])=[CH:25][CH:24]=2)(=[O:22])=[O:21])[CH2:11][CH2:10][N:9]([CH2:12][C:13]2[CH:18]=[CH:17][C:16]([CH3:19])=[CH:15][CH:14]=2)[CH2:8][CH2:7]1)=[O:5])C.CO.[OH-].[Na+]. Product: [CH2:30]([O:29][C:26]1[CH:25]=[CH:24][C:23]([S:20]([C:6]2([C:4]([OH:5])=[O:3])[CH2:11][CH2:10][N:9]([CH2:12][C:13]3[CH:14]=[CH:15][C:16]([CH3:19])=[CH:17][CH:18]=3)[CH2:8][CH2:7]2)(=[O:21])=[O:22])=[CH:28][CH:27]=1)[CH2:31][CH2:32][CH3:33]. The catalyst class is: 1. (4) Reactant: [CH:1]12[N:8]([C:9]3[C:14]([CH2:15][O:16][C:17]4[C:26]5[C:25](=O)[O:24]C(C)(C)[O:22][C:21]=5[CH:20]=[CH:19][CH:18]=4)=[CH:13][CH:12]=[CH:11][N:10]=3)[CH:5](CC1)[CH2:4][O:3][CH2:2]2.[CH3:30][CH:31](C[AlH]CC(C)C)C.CO.C(C(C(C([O-])=O)O)O)([O-])=O.[Na+].[K+]. Product: [CH:4]12[O:3][CH:2]([CH2:30][CH2:31]1)[CH2:1][N:8]([C:9]1[C:14]([CH2:15][O:16][C:17]3[CH:18]=[CH:19][CH:20]=[C:21]([OH:22])[C:26]=3[CH:25]=[O:24])=[CH:13][CH:12]=[CH:11][N:10]=1)[CH2:5]2. The catalyst class is: 2. (5) Reactant: C(O)(=O)C(O)=O.[NH:7]1[CH2:11][CH2:10][C@@H:9]([NH:12][C:13](=[O:22])[O:14][CH2:15][C:16]2[CH:21]=[CH:20][CH:19]=[CH:18][CH:17]=2)[CH2:8]1.Cl[C:24]1[C:33]2[C:28](=[CH:29][CH:30]=[C:31]([F:34])[CH:32]=2)[N:27]=[C:26]([C:35]2[CH:40]=[CH:39][CH:38]=[CH:37][C:36]=2[OH:41])[N:25]=1.C(N(CC)CC)C. Product: [F:34][C:31]1[CH:32]=[C:33]2[C:28](=[CH:29][CH:30]=1)[N:27]=[C:26]([C:35]1[CH:40]=[CH:39][CH:38]=[CH:37][C:36]=1[OH:41])[N:25]=[C:24]2[N:7]1[CH2:11][CH2:10][C@@H:9]([NH:12][C:13](=[O:22])[O:14][CH2:15][C:16]2[CH:17]=[CH:18][CH:19]=[CH:20][CH:21]=2)[CH2:8]1. The catalyst class is: 2. (6) Reactant: [CH3:1][O:2][C:3]1[CH:4]=[C:5]([CH:8]=[CH:9][C:10]=1[CH:11]=[C:12]([C:17]1[S:18][CH:19]=[C:20]([CH3:22])[N:21]=1)[C:13](=O)[CH2:14][CH3:15])[C:6]#[N:7].[NH2:23][C:24]([C:28]([F:31])([F:30])[F:29])=[CH:25][C:26]#[N:27].CC(C)([O-])C.[K+]. Product: [C:6]([C:5]1[CH:8]=[CH:9][C:10]([CH:11]2[C:12]([C:17]3[S:18][CH:19]=[C:20]([CH3:22])[N:21]=3)=[C:13]([CH2:14][CH3:15])[NH:23][C:24]([C:28]([F:31])([F:30])[F:29])=[C:25]2[C:26]#[N:27])=[C:3]([O:2][CH3:1])[CH:4]=1)#[N:7]. The catalyst class is: 32. (7) Reactant: CC1(C)C(C)(C)OB([C:9]2[CH:10]=[C:11]3[C:16](=[CH:17][CH:18]=2)[O:15][CH2:14][CH2:13][C@@H:12]3[NH:19][C:20](=[O:26])[O:21][C:22]([CH3:25])([CH3:24])[CH3:23])O1.[OH-:28].[Na+].OO. Product: [OH:28][C:9]1[CH:10]=[C:11]2[C:16](=[CH:17][CH:18]=1)[O:15][CH2:14][CH2:13][C@@H:12]2[NH:19][C:20](=[O:26])[O:21][C:22]([CH3:25])([CH3:24])[CH3:23]. The catalyst class is: 7. (8) Reactant: [O:1]=[C:2]1[O:6][C@@H:5]([C@@H:7]([NH:15][C:16](=[O:22])[O:17][C:18]([CH3:21])([CH3:20])[CH3:19])[CH2:8][C:9]2[CH:14]=[CH:13][CH:12]=[CH:11][CH:10]=2)[CH2:4][CH:3]1[CH2:23][C:24]1[CH:29]=[CH:28][C:27]([C:30]2[CH:35]=[CH:34][CH:33]=[CH:32][N:31]=2)=[CH:26][CH:25]=1.[OH-:36].[Na+].N1C=CN=C1.[Si:43](Cl)([C:46]([CH3:49])([CH3:48])[CH3:47])([CH3:45])[CH3:44]. Product: [C:18]([O:17][C:16]([NH:15][C@@H:7]([CH2:8][C:9]1[CH:14]=[CH:13][CH:12]=[CH:11][CH:10]=1)[C@H:5]([O:6][Si:43]([C:46]([CH3:49])([CH3:48])[CH3:47])([CH3:45])[CH3:44])[CH2:4][CH:3]([CH2:23][C:24]1[CH:29]=[CH:28][C:27]([C:30]2[CH:35]=[CH:34][CH:33]=[CH:32][N:31]=2)=[CH:26][CH:25]=1)[C:2]([OH:36])=[O:1])=[O:22])([CH3:20])([CH3:21])[CH3:19]. The catalyst class is: 38.